Task: Predict the reactants needed to synthesize the given product.. Dataset: Full USPTO retrosynthesis dataset with 1.9M reactions from patents (1976-2016) Given the product [Cl:1][C:2]1[CH:3]=[CH:4][C:5]([CH2:6][NH:7][C:8]([C:10]2[C:11](=[O:23])[C:12]3[CH:18]=[C:17]([C:19]#[C:20][CH2:21][OH:22])[S:16][C:13]=3[N:14]([CH2:33][C:34]([OH:36])=[O:35])[CH:15]=2)=[O:9])=[CH:24][CH:25]=1, predict the reactants needed to synthesize it. The reactants are: [Cl:1][C:2]1[CH:25]=[CH:24][C:5]([CH2:6][NH:7][C:8]([C:10]2[C:11]([OH:23])=[C:12]3[CH:18]=[C:17]([C:19]#[C:20][CH2:21][OH:22])[S:16][C:13]3=[N:14][CH:15]=2)=[O:9])=[CH:4][CH:3]=1.C([O-])([O-])=O.[K+].[K+].Br[CH2:33][C:34]([OH:36])=[O:35].